This data is from Forward reaction prediction with 1.9M reactions from USPTO patents (1976-2016). The task is: Predict the product of the given reaction. (1) Given the reactants [CH2:1]([N:3]1[C:7]2=[N:8][C:9]([CH2:33][CH3:34])=[C:10]([CH2:19][NH:20][C:21]([C:23]3[CH:24]=[C:25]([CH:30]=[CH:31][CH:32]=3)[C:26]([O:28]C)=[O:27])=[O:22])[C:11]([NH:12][CH:13]3[CH2:18][CH2:17][O:16][CH2:15][CH2:14]3)=[C:6]2[CH:5]=[N:4]1)[CH3:2].[Li+].[OH-].C1COCC1.Cl, predict the reaction product. The product is: [CH2:1]([N:3]1[C:7]2=[N:8][C:9]([CH2:33][CH3:34])=[C:10]([CH2:19][NH:20][C:21]([C:23]3[CH:24]=[C:25]([CH:30]=[CH:31][CH:32]=3)[C:26]([OH:28])=[O:27])=[O:22])[C:11]([NH:12][CH:13]3[CH2:18][CH2:17][O:16][CH2:15][CH2:14]3)=[C:6]2[CH:5]=[N:4]1)[CH3:2]. (2) Given the reactants B(F)(F)F.CCOCC.C[N:11]([C:13](F)(F)[CH:14]([F:16])[F:15])C.[F:19][C:20]([F:30])([F:29])[C:21](=O)[CH2:22][C:23]([O:25][CH2:26][CH3:27])=[O:24].N1C=CC=CC=1.[C:37]1([NH:43]N)[CH:42]=[CH:41][CH:40]=[CH:39][CH:38]=1, predict the reaction product. The product is: [CH2:26]([O:25][C:23]([C:22]1[C:13]([CH:14]([F:16])[F:15])=[N:11][N:43]([C:37]2[CH:42]=[CH:41][CH:40]=[CH:39][CH:38]=2)[C:21]=1[C:20]([F:30])([F:29])[F:19])=[O:24])[CH3:27].